This data is from Reaction yield outcomes from USPTO patents with 853,638 reactions. The task is: Predict the reaction yield, written as a fraction of the theoretical maximum amount of product (1.0 means a 100% yield; for example, 0.34 means a 34% yield). (1) The reactants are FC(F)(F)S(O[C:7]1[C:16]([CH3:17])=[CH:15][C:14]2[C:9](=[CH:10][CH:11]=[CH:12][CH:13]=2)[C:8]=1[C:18]1[C:27]2[C:22]3=[C:23]([CH2:28][CH2:29][O:30][C:21]3=[CH:20][CH:19]=1)[CH:24]=[CH:25][N:26]=2)(=O)=O.[CH2:33]([Sn](CCCC)(CCCC)C=C)[CH2:34]CC.[Li+].[Cl-]. The catalyst is O1CCOCC1.C(OCC)(=O)C.C1C=CC([P]([Pd]([P](C2C=CC=CC=2)(C2C=CC=CC=2)C2C=CC=CC=2)([P](C2C=CC=CC=2)(C2C=CC=CC=2)C2C=CC=CC=2)[P](C2C=CC=CC=2)(C2C=CC=CC=2)C2C=CC=CC=2)(C2C=CC=CC=2)C2C=CC=CC=2)=CC=1. The product is [CH3:17][C:16]1[C:7]([CH:33]=[CH2:34])=[C:8]([C:18]2[C:27]3[C:22]4=[C:23]([CH2:28][CH2:29][O:30][C:21]4=[CH:20][CH:19]=2)[CH:24]=[CH:25][N:26]=3)[C:9]2[C:14]([CH:15]=1)=[CH:13][CH:12]=[CH:11][CH:10]=2. The yield is 0.910. (2) The reactants are [OH:1][CH2:2][C:3]([CH3:9])([CH3:8])[C:4](OC)=[O:5].[CH3:10][NH2:11]. No catalyst specified. The product is [OH:1][CH2:2][C:3]([CH3:9])([CH3:8])[C:4]([NH:11][CH3:10])=[O:5]. The yield is 0.510. (3) The reactants are [CH3:1][O:2][C:3](=[O:18])[CH2:4][C:5]1[S:9][C:8]([NH:10][C:11]([O:13][C:14]([CH3:17])([CH3:16])[CH3:15])=[O:12])=[N:7][CH:6]=1.[Se](=O)=[O:20].C(Cl)Cl.CO. The catalyst is O1CCOCC1. The product is [CH3:1][O:2][C:3](=[O:18])[C:4]([C:5]1[S:9][C:8]([NH:10][C:11]([O:13][C:14]([CH3:15])([CH3:17])[CH3:16])=[O:12])=[N:7][CH:6]=1)=[O:20]. The yield is 0.230. (4) The reactants are F[C:2]1[C:7]([F:8])=[CH:6][C:5]([C:9]2[CH:10]=[N:11][N:12]([CH3:14])[CH:13]=2)=[CH:4][N:3]=1.O.[NH2:16][NH2:17]. The catalyst is C(O)C. The product is [F:8][C:7]1[C:2]([NH:16][NH2:17])=[N:3][CH:4]=[C:5]([C:9]2[CH:10]=[N:11][N:12]([CH3:14])[CH:13]=2)[CH:6]=1. The yield is 0.730. (5) The reactants are O1CCOCC1.Cl.[CH:8]1(/[CH:13]=[C:14](/[C:23]2[N:28]=[C:27]([O:29]C)[C:26]([CH:31]3[CH2:33][CH2:32]3)=[CH:25][CH:24]=2)\[C:15]2[CH:20]=[CH:19][C:18]([S:21][CH3:22])=[CH:17][CH:16]=2)[CH2:12][CH2:11][CH2:10][CH2:9]1. The catalyst is O. The product is [CH:8]1(/[CH:13]=[C:14](/[C:23]2[NH:28][C:27](=[O:29])[C:26]([CH:31]3[CH2:33][CH2:32]3)=[CH:25][CH:24]=2)\[C:15]2[CH:20]=[CH:19][C:18]([S:21][CH3:22])=[CH:17][CH:16]=2)[CH2:9][CH2:10][CH2:11][CH2:12]1. The yield is 0.770. (6) The reactants are [F:1][C:2]1[CH:7]=[CH:6][C:5]([C:8]2[N:12]=[N:11][N:10]([CH3:13])[C:9]=2[CH2:14][OH:15])=[CH:4][CH:3]=1.O[C:17]1[N:22]=[CH:21][C:20]2[C:23](=[O:29])[N:24]([CH:26]([CH3:28])[CH3:27])[CH2:25][C:19]=2[CH:18]=1.C1(P(C2C=CC=CC=2)C2C=CC=CC=2)C=CC=CC=1.N(C(OCC)=O)=NC(OCC)=O. The catalyst is C1COCC1. The product is [F:1][C:2]1[CH:3]=[CH:4][C:5]([C:8]2[N:12]=[N:11][N:10]([CH3:13])[C:9]=2[CH2:14][O:15][C:17]2[N:22]=[CH:21][C:20]3[C:23](=[O:29])[N:24]([CH:26]([CH3:27])[CH3:28])[CH2:25][C:19]=3[CH:18]=2)=[CH:6][CH:7]=1. The yield is 0.190. (7) The yield is 0.960. The product is [Cl:1][C:2]1[CH:3]=[CH:4][C:5]([F:19])=[C:6]([C:8]2[N:13]=[C:12]([NH:20][C:21]3[CH:26]=[CH:25][N:24]=[CH:23][C:22]=3[CH3:27])[C:11]3[CH:15]([CH3:18])[CH2:16][CH2:17][C:10]=3[N:9]=2)[CH:7]=1. The reactants are [Cl:1][C:2]1[CH:3]=[CH:4][C:5]([F:19])=[C:6]([C:8]2[N:13]=[C:12](I)[C:11]3[CH:15]([CH3:18])[CH2:16][CH2:17][C:10]=3[N:9]=2)[CH:7]=1.[NH2:20][C:21]1[CH:26]=[CH:25][N:24]=[CH:23][C:22]=1[CH3:27].C([O-])([O-])=O.[Cs+].[Cs+]. The catalyst is O1CCOCC1.CC([O-])=O.CC([O-])=O.[Pd+2].C1C=CC(P(C2C(C3C(P(C4C=CC=CC=4)C4C=CC=CC=4)=CC=C4C=3C=CC=C4)=C3C(C=CC=C3)=CC=2)C2C=CC=CC=2)=CC=1.